From a dataset of Reaction yield outcomes from USPTO patents with 853,638 reactions. Predict the reaction yield, written as a fraction of the theoretical maximum amount of product (1.0 means a 100% yield; for example, 0.34 means a 34% yield). (1) The reactants are Br[C:2]1[N:3]([CH:24]([CH3:26])[CH3:25])[C:4]2[C:9]([N:10]=1)=[C:8]([C:11]1[CH:12]=[N:13][C:14]([NH2:17])=[N:15][CH:16]=1)[N:7]=[C:6]([N:18]1[CH2:23][CH2:22][O:21][CH2:20][CH2:19]1)[N:5]=2.[CH3:27][Zn]C.CO. The catalyst is O1CCOCC1.C1C=CC(P(C2C=CC=CC=2)[C-]2C=CC=C2)=CC=1.C1C=CC(P(C2C=CC=CC=2)[C-]2C=CC=C2)=CC=1.Cl[Pd]Cl.[Fe+2]. The product is [CH:24]([N:3]1[C:2]([CH3:27])=[N:10][C:9]2[C:4]1=[N:5][C:6]([N:18]1[CH2:23][CH2:22][O:21][CH2:20][CH2:19]1)=[N:7][C:8]=2[C:11]1[CH:12]=[N:13][C:14]([NH2:17])=[N:15][CH:16]=1)([CH3:26])[CH3:25]. The yield is 0.470. (2) The reactants are [CH:1]1([NH2:7])[CH2:6][CH2:5][CH2:4][CH2:3][CH2:2]1.C([O:10][C:11]([C:13]1[C:14](=[O:32])[N:15]([CH2:25][C:26]2[CH:31]=[CH:30][CH:29]=[CH:28][CH:27]=2)[C:16]2[C:21]([C:22]=1[OH:23])=[CH:20][C:19]([Cl:24])=[CH:18][CH:17]=2)=O)C. The catalyst is C1(C)C=CC=CC=1.O. The product is [CH:1]1([NH:7][C:11]([C:13]2[C:14](=[O:32])[N:15]([CH2:25][C:26]3[CH:31]=[CH:30][CH:29]=[CH:28][CH:27]=3)[C:16]3[C:21]([C:22]=2[OH:23])=[CH:20][C:19]([Cl:24])=[CH:18][CH:17]=3)=[O:10])[CH2:6][CH2:5][CH2:4][CH2:3][CH2:2]1. The yield is 0.960. (3) The reactants are [F:1][C:2]1[CH:3]=[C:4]([C:12]2[C:13]3[CH:20]([CH2:21][C:22]([NH:24][CH3:25])=[O:23])[CH2:19][CH2:18][C:14]=3[CH:15]=[N:16][CH:17]=2)[CH:5]=[CH:6][C:7]=1[C:8]([F:11])([F:10])[F:9].[NH:26]1[CH:30]=[CH:29]C(N)=[N:27]1. No catalyst specified. The product is [F:1][C:2]1[CH:3]=[C:4]([C:12]2[C:13]3[CH:20]([CH2:21][C:22]([NH:24][C:25]4[CH:29]=[CH:30][NH:26][N:27]=4)=[O:23])[CH2:19][CH2:18][C:14]=3[CH:15]=[N:16][CH:17]=2)[CH:5]=[CH:6][C:7]=1[C:8]([F:11])([F:9])[F:10]. The yield is 0.340. (4) The reactants are O1CCCC1.[OH-].[Na+].[NH2:8][C:9]1[C:14]([C:15]2[O:19][N:18]=[C:17]([CH2:20][C:21]3[CH:26]=[CH:25][C:24]([OH:27])=[CH:23][CH:22]=3)[CH:16]=2)=[CH:13][CH:12]=[CH:11][N:10]=1.Cl[CH2:29][C:30]1[CH:35]=[CH:34][CH:33]=[C:32]([O:36][CH3:37])[N:31]=1. The catalyst is CN(C)C=O. The product is [CH3:37][O:36][C:32]1[N:31]=[C:30]([CH2:29][O:27][C:24]2[CH:25]=[CH:26][C:21]([CH2:20][C:17]3[CH:16]=[C:15]([C:14]4[C:9]([NH2:8])=[N:10][CH:11]=[CH:12][CH:13]=4)[O:19][N:18]=3)=[CH:22][CH:23]=2)[CH:35]=[CH:34][CH:33]=1. The yield is 0.840. (5) The product is [CH2:11]([S:18][C:5]1[CH:4]=[CH:3][C:2]([Br:1])=[CH:7][N:6]=1)[C:12]1[CH:17]=[CH:16][CH:15]=[CH:14][CH:13]=1. The catalyst is O1CCCC1.O. The yield is 0.820. The reactants are [Br:1][C:2]1[CH:3]=[CH:4][C:5](Cl)=[N:6][CH:7]=1.[H-].[Na+].[CH2:11]([SH:18])[C:12]1[CH:17]=[CH:16][CH:15]=[CH:14][CH:13]=1.